Dataset: Forward reaction prediction with 1.9M reactions from USPTO patents (1976-2016). Task: Predict the product of the given reaction. (1) Given the reactants [CH3:1][C:2]1[S:6][C:5]([NH:7][C:8]([C:10]2[CH:11]=[CH:12][C:13]([N:16]3[CH2:21][CH2:20][CH:19]([C:22]4C=CC=C(C(F)(F)F)C=4)[CH2:18][CH2:17]3)=[N:14][CH:15]=2)=[O:9])=[N:4][C:3]=1[C:32]1[CH:37]=[CH:36][CH:35]=[CH:34][CH:33]=1.CC1SC(NC(C2CN(C3C=CC=CN=3)CCC2[C:59]2[N:63](C)[CH:62]=[N:61][N:60]=2)=O)=NC=1C1C=CC=CC=1.ClC1C=CC(C(NC2SC(C)=C(C3C=CC=CC=3)N=2)=O)=CN=1.CN1C=NN=C1C1CCNCC1, predict the reaction product. The product is: [CH3:1][C:2]1[S:6][C:5]([NH:7][C:8]([C:10]2[CH:11]=[CH:12][C:13]([N:16]3[CH2:17][CH2:18][CH:19]([C:22]4[N:63]([CH3:62])[CH:59]=[N:60][N:61]=4)[CH2:20][CH2:21]3)=[N:14][CH:15]=2)=[O:9])=[N:4][C:3]=1[C:32]1[CH:37]=[CH:36][CH:35]=[CH:34][CH:33]=1. (2) Given the reactants [CH3:1][O:2][C:3]1[CH:4]=[C:5]([N:12]2[CH2:17][CH2:16][C:15](=O)[C:14]([CH3:20])([CH3:19])[CH2:13]2)[CH:6]=[CH:7][C:8]=1[N+:9]([O-:11])=[O:10].C([O-])(=O)C.[NH4+].C([BH3-])#[N:27].[Na+], predict the reaction product. The product is: [CH3:1][O:2][C:3]1[CH:4]=[C:5]([N:12]2[CH2:17][CH2:16][CH:15]([NH2:27])[C:14]([CH3:20])([CH3:19])[CH2:13]2)[CH:6]=[CH:7][C:8]=1[N+:9]([O-:11])=[O:10].